From a dataset of Catalyst prediction with 721,799 reactions and 888 catalyst types from USPTO. Predict which catalyst facilitates the given reaction. (1) Reactant: [CH3:1][C:2]1([C:12]#[N:13])[CH2:11][CH2:10][C:5]2(OCC[O:6]2)[CH2:4][CH2:3]1.[OH-].[Na+]. Product: [CH3:1][C:2]1([C:12]#[N:13])[CH2:11][CH2:10][C:5](=[O:6])[CH2:4][CH2:3]1. The catalyst class is: 295. (2) Reactant: [H-].[Al+3].[Li+].[H-].[H-].[H-].[CH:7]([C:9]1[CH:14]=[CH:13][C:12]([C:15]2[CH:16]=[C:17]([C:25]3[CH:30]=[CH:29][CH:28]=[CH:27][CH:26]=3)[CH:18]=[C:19]([C:21]([NH:23][CH3:24])=O)[CH:20]=2)=[CH:11][CH:10]=1)=[O:8].S([O-])([O-])(=O)=O.[Na+].[Na+]. Product: [CH3:24][NH:23][CH2:21][C:19]1[CH:20]=[C:15]([C:12]2[CH:11]=[CH:10][C:9]([CH2:7][OH:8])=[CH:14][CH:13]=2)[CH:16]=[C:17]([C:25]2[CH:26]=[CH:27][CH:28]=[CH:29][CH:30]=2)[CH:18]=1. The catalyst class is: 7. (3) Reactant: CON(C)[C:4]([CH:6]1[CH2:10][CH2:9][N:8]([C:11]([O:13][C:14]([CH3:17])([CH3:16])[CH3:15])=[O:12])[CH2:7]1)=[O:5].[C:19]1([Li])[CH:24]=[CH:23][CH:22]=[CH:21][CH:20]=1. Product: [C:4]([CH:6]1[CH2:10][CH2:9][N:8]([C:11]([O:13][C:14]([CH3:15])([CH3:16])[CH3:17])=[O:12])[CH2:7]1)(=[O:5])[C:19]1[CH:24]=[CH:23][CH:22]=[CH:21][CH:20]=1. The catalyst class is: 1. (4) Reactant: [C:1]([O:5][C:6]([NH:8][C@:9]([CH2:16][OH:17])([CH2:13][CH:14]=[CH2:15])[C:10]([OH:12])=[O:11])=[O:7])([CH3:4])([CH3:3])[CH3:2].N1C=CN=C1.[Si:23](Cl)([C:26]([CH3:29])([CH3:28])[CH3:27])([CH3:25])[CH3:24]. Product: [C:1]([O:5][C:6]([NH:8][C@:9]([CH2:16][O:17][Si:23]([C:26]([CH3:29])([CH3:28])[CH3:27])([CH3:25])[CH3:24])([CH2:13][CH:14]=[CH2:15])[C:10]([OH:12])=[O:11])=[O:7])([CH3:4])([CH3:3])[CH3:2]. The catalyst class is: 9. (5) Reactant: C([Li])CCC.Br[C:7]1[CH:8]=[CH:9][C:10]([O:13][CH2:14][CH2:15][C:16]2[N:17]=[C:18]([C:22]3[CH:27]=[CH:26][CH:25]=[CH:24][CH:23]=3)[O:19][C:20]=2[CH3:21])=[N:11][CH:12]=1.CN(C)[CH:30]=[O:31]. Product: [CH3:21][C:20]1[O:19][C:18]([C:22]2[CH:27]=[CH:26][CH:25]=[CH:24][CH:23]=2)=[N:17][C:16]=1[CH2:15][CH2:14][O:13][C:10]1[CH:9]=[CH:8][C:7]([CH:30]=[O:31])=[CH:12][N:11]=1. The catalyst class is: 305.